From a dataset of Forward reaction prediction with 1.9M reactions from USPTO patents (1976-2016). Predict the product of the given reaction. (1) Given the reactants [OH:1][C:2]1[CH:19]=[C:18]2[C:5]([C@@:6]3(C)[C@H:15]([CH2:16][S:17]2(=[O:21])=[O:20])[C@:14]2([CH3:22])[C@H:9]([C:10]([CH3:24])([CH3:23])[CH2:11][CH2:12][CH2:13]2)[CH2:8][CH2:7]3)=[C:4]([O:26][CH3:27])[CH:3]=1.C(N(CC)CC)C.[F:35][C:36]([F:49])([F:48])[S:37](O[S:37]([C:36]([F:49])([F:48])[F:35])(=[O:39])=[O:38])(=[O:39])=[O:38], predict the reaction product. The product is: [F:35][C:36]([F:49])([F:48])[S:37]([O:1][C:2]1[CH:19]=[C:18]2[C:5]([C@H:6]3[C@H:15]([CH2:16][S:17]2(=[O:21])=[O:20])[C@:14]2([CH3:22])[C@H:9]([C:10]([CH3:24])([CH3:23])[CH2:11][CH2:12][CH2:13]2)[CH2:8][CH2:7]3)=[C:4]([O:26][CH3:27])[CH:3]=1)(=[O:39])=[O:38]. (2) Given the reactants [Cl:1][C:2]1[CH:3]=[C:4](I)[C:5]([NH2:8])=[N:6][CH:7]=1.C1COCC1.C(N(CC)CC)C.[CH3:22][Si:23]([C:26]#[CH:27])([CH3:25])[CH3:24], predict the reaction product. The product is: [Cl:1][C:2]1[CH:3]=[C:4]([C:27]#[C:26][Si:23]([CH3:25])([CH3:24])[CH3:22])[C:5]([NH2:8])=[N:6][CH:7]=1. (3) Given the reactants [CH3:1][C:2]1[CH:7]=[C:6]([N:8]2[CH2:12][CH2:11][CH:10]([CH2:13][N:14]3[CH2:18][CH2:17][CH2:16][CH:15]3[CH3:19])[CH2:9]2)[CH:5]=[CH:4][C:3]=1[NH2:20].[O:21]1[C:25]2[CH:26]=[CH:27][C:28]([C:30](O)=[O:31])=[CH:29][C:24]=2[O:23][CH2:22]1, predict the reaction product. The product is: [CH3:1][C:2]1[CH:7]=[C:6]([N:8]2[CH2:12][CH2:11][CH:10]([CH2:13][N:14]3[CH2:18][CH2:17][CH2:16][CH:15]3[CH3:19])[CH2:9]2)[CH:5]=[CH:4][C:3]=1[NH:20][C:30]([C:28]1[CH:27]=[CH:26][C:25]2[O:21][CH2:22][O:23][C:24]=2[CH:29]=1)=[O:31]. (4) Given the reactants [Br:1][C:2]1[C:10]2[NH:9][C:8]3[CH:11]([CH2:14][C:15]([OH:17])=[O:16])[CH2:12][CH2:13][C:7]=3[C:6]=2[CH:5]=[C:4]([F:18])[CH:3]=1.[N+](=C)=[N-].[H-].[Na+].[Cl:24][C:25]1[CH:32]=[CH:31][C:28]([CH2:29]Br)=[CH:27][CH:26]=1, predict the reaction product. The product is: [Br:1][C:2]1[C:10]2[N:9]([CH2:29][C:28]3[CH:31]=[CH:32][C:25]([Cl:24])=[CH:26][CH:27]=3)[C:8]3[CH:11]([CH2:14][C:15]([OH:17])=[O:16])[CH2:12][CH2:13][C:7]=3[C:6]=2[CH:5]=[C:4]([F:18])[CH:3]=1. (5) Given the reactants [F:1][C:2]1[CH:7]=[CH:6][C:5]([C:8]2[C:16]3[C:11](=[CH:12][CH:13]=[CH:14][CH:15]=3)[N:10]([CH:17]([CH3:19])[CH3:18])[C:9]=2/[CH:20]=[CH:21]/[C@@H:22](O)[CH2:23][C@@H:24]([OH:29])[CH2:25][C:26]([OH:28])=[O:27])=[CH:4][CH:3]=1.[Na].Cl, predict the reaction product. The product is: [F:1][C:2]1[CH:7]=[CH:6][C:5]([C:8]2[C:16]3[C:11](=[CH:12][CH:13]=[CH:14][CH:15]=3)[N:10]([CH:17]([CH3:18])[CH3:19])[C:9]=2/[CH:20]=[CH:21]/[C@H:22]2[O:27][C:26](=[O:28])[CH2:25][C@H:24]([OH:29])[CH2:23]2)=[CH:4][CH:3]=1. (6) Given the reactants C1([C:4]2[CH:12]=[CH:11][C:7]([C:8]([OH:10])=[O:9])=[CH:6][C:5]=2[C:13](=[O:16])[CH2:14][CH3:15])CC1.Br[C:18]1C=CC(C)=C(C=1)C(O)=O.BrC1C=C(C=CC=1C1CC1)C(O)=O, predict the reaction product. The product is: [CH3:18][C:11]1[CH:12]=[CH:4][C:5]([C:13](=[O:16])[CH2:14][CH3:15])=[CH:6][C:7]=1[C:8]([OH:10])=[O:9]. (7) Given the reactants [CH:1]1[C:10]2[C:5](=[CH:6][CH:7]=[CH:8][CH:9]=2)[CH:4]=[C:3]([NH2:11])[N:2]=1.Cl[S:13]([C:16]1[CH:26]=[CH:25][C:19]([C:20]([O:22][CH2:23][CH3:24])=[O:21])=[CH:18][CH:17]=1)(=[O:15])=[O:14], predict the reaction product. The product is: [CH:1]1[C:10]2[C:5](=[CH:6][CH:7]=[CH:8][CH:9]=2)[CH:4]=[C:3]([NH:11][S:13]([C:16]2[CH:17]=[CH:18][C:19]([C:20]([O:22][CH2:23][CH3:24])=[O:21])=[CH:25][CH:26]=2)(=[O:15])=[O:14])[N:2]=1.